This data is from Forward reaction prediction with 1.9M reactions from USPTO patents (1976-2016). The task is: Predict the product of the given reaction. (1) Given the reactants [OH:1][CH2:2][CH:3]1[CH2:12][C:11]2[C:6](=[CH:7][CH:8]=[CH:9][CH:10]=2)[NH:5][CH2:4]1.[OH-].[Na+].[C:15]([O:19][C:20](O[C:20]([O:19][C:15]([CH3:18])([CH3:17])[CH3:16])=[O:21])=[O:21])([CH3:18])([CH3:17])[CH3:16], predict the reaction product. The product is: [C:15]([O:19][C:20]([N:5]1[C:6]2[C:11](=[CH:10][CH:9]=[CH:8][CH:7]=2)[CH2:12][CH:3]([CH2:2][OH:1])[CH2:4]1)=[O:21])([CH3:18])([CH3:17])[CH3:16]. (2) Given the reactants C([O:5][C:6]([N:8]1[CH2:21][CH2:20][C:19]2[C:18]3[CH:17]=[C:16](B4OC(C)(C)C(C)(C)O4)[CH:15]=[CH:14][C:13]=3[NH:12][C:11]=2[CH2:10][CH2:9]1)=[O:7])(C)(C)C.C(=O)([O-])[O-].[Cs+].[Cs+].Cl.Br[C:39]1[CH:44]=[CH:43][N:42]=[CH:41][CH:40]=1, predict the reaction product. The product is: [CH:6]([OH:7])=[O:5].[N:42]1[CH:43]=[CH:44][C:39]([C:16]2[CH:15]=[CH:14][C:13]3[NH:12][C:11]4[CH2:10][CH2:9][NH:8][CH2:21][CH2:20][C:19]=4[C:18]=3[CH:17]=2)=[CH:40][CH:41]=1. (3) Given the reactants [ClH:1].[CH3:2][S:3][C:4]1[N:5]=[CH:6][C:7]2[C:12]([C:13]3[CH:18]=[CH:17][CH:16]=[CH:15][CH:14]=3)=[C:11]([C:19]3[CH:24]=[CH:23][C:22]([C:25]4([NH:29]C(=O)OC(C)(C)C)[CH2:28][CH2:27][CH2:26]4)=[CH:21][CH:20]=3)[O:10][C:8]=2[N:9]=1.CCOCC, predict the reaction product. The product is: [ClH:1].[ClH:1].[CH3:2][S:3][C:4]1[N:5]=[CH:6][C:7]2[C:12]([C:13]3[CH:18]=[CH:17][CH:16]=[CH:15][CH:14]=3)=[C:11]([C:19]3[CH:20]=[CH:21][C:22]([C:25]4([NH2:29])[CH2:28][CH2:27][CH2:26]4)=[CH:23][CH:24]=3)[O:10][C:8]=2[N:9]=1. (4) Given the reactants [C:1]([C@H:5]1[CH2:10][CH2:9][C@H:8]([O:11][C:12]2[C:13]([C:29]3[CH:34]=[CH:33][C:32](OC(F)(F)F)=[CH:31][CH:30]=3)=[C:14]3[C:19](=[CH:20][CH:21]=2)[CH:18]=[C:17]([C@:22]2([CH3:28])[CH2:26][O:25][C:24](=[O:27])[NH:23]2)[CH:16]=[CH:15]3)[CH2:7][CH2:6]1)([CH3:4])([CH3:3])[CH3:2].[Cl:40]C1C=CC(B(O)O)=CC=1, predict the reaction product. The product is: [C:1]([C@H:5]1[CH2:10][CH2:9][C@H:8]([O:11][C:12]2[C:13]([C:29]3[CH:34]=[CH:33][C:32]([Cl:40])=[CH:31][CH:30]=3)=[C:14]3[C:19](=[CH:20][CH:21]=2)[CH:18]=[C:17]([C@:22]2([CH3:28])[CH2:26][O:25][C:24](=[O:27])[NH:23]2)[CH:16]=[CH:15]3)[CH2:7][CH2:6]1)([CH3:4])([CH3:3])[CH3:2]. (5) The product is: [CH2:6]([O:9][C:10]1[CH:30]=[CH:29][C:28]([S:2]([Cl:1])(=[O:5])=[O:3])=[CH:27][C:11]=1[C:12]([NH:14][C:15]1[C:16]([CH2:24][CH2:25][CH3:26])=[N:17][N:18]([CH3:23])[C:19]=1[C:20](=[O:22])[NH2:21])=[O:13])[CH2:7][CH3:8]. Given the reactants [Cl:1][S:2]([OH:5])(=O)=[O:3].[CH2:6]([O:9][C:10]1[CH:30]=[CH:29][CH:28]=[CH:27][C:11]=1[C:12]([NH:14][C:15]1[C:16]([CH2:24][CH2:25][CH3:26])=[N:17][N:18]([CH3:23])[C:19]=1[C:20](=[O:22])[NH2:21])=[O:13])[CH2:7][CH3:8], predict the reaction product. (6) Given the reactants [F:1][C:2]1[CH:3]=[C:4]([C:12]2[C:13]3[CH2:20][CH2:19][CH:18]([CH2:21][C:22]([NH:24][CH3:25])=[O:23])[C:14]=3[CH:15]=[N:16][CH:17]=2)[CH:5]=[CH:6][C:7]=1[C:8]([F:11])([F:10])[F:9].[CH3:26][O:27][CH2:28]CN, predict the reaction product. The product is: [F:1][C:2]1[CH:3]=[C:4]([C:12]2[C:13]3[CH2:20][CH2:19][CH:18]([CH2:21][C:22]([NH:24][CH2:25][CH2:26][O:27][CH3:28])=[O:23])[C:14]=3[CH:15]=[N:16][CH:17]=2)[CH:5]=[CH:6][C:7]=1[C:8]([F:11])([F:9])[F:10]. (7) Given the reactants [Br:1][C:2]1[CH:11]=[CH:10][C:5]([C:6](OC)=[O:7])=[CH:4][C:3]=1[CH3:12].[H-].[Al+3].[Li+].[H-].[H-].[H-], predict the reaction product. The product is: [Br:1][C:2]1[CH:11]=[CH:10][C:5]([CH2:6][OH:7])=[CH:4][C:3]=1[CH3:12]. (8) Given the reactants [CH3:1][N:2]([CH3:13])[C:3]1[N:12]=[C:6]2[CH:7]=[C:8]([NH2:11])[CH:9]=[CH:10][N:5]2[N:4]=1.[CH2:14]([O:16][C:17]([C:19]1[CH:20]=[N:21][N:22]([CH3:27])[C:23]=1[C:24](O)=[O:25])=[O:18])[CH3:15].CCCP(=O)=O.C(N(C(C)C)CC)(C)C, predict the reaction product. The product is: [CH3:1][N:2]([CH3:13])[C:3]1[N:12]=[C:6]2[CH:7]=[C:8]([NH:11][C:24]([C:23]3[N:22]([CH3:27])[N:21]=[CH:20][C:19]=3[C:17]([O:16][CH2:14][CH3:15])=[O:18])=[O:25])[CH:9]=[CH:10][N:5]2[N:4]=1.